From a dataset of Peptide-MHC class I binding affinity with 185,985 pairs from IEDB/IMGT. Regression. Given a peptide amino acid sequence and an MHC pseudo amino acid sequence, predict their binding affinity value. This is MHC class I binding data. (1) The peptide sequence is AFFSDLVKF. The MHC is HLA-B51:01 with pseudo-sequence HLA-B51:01. The binding affinity (normalized) is 0.213. (2) The peptide sequence is ETKKRMDYF. The MHC is HLA-A03:01 with pseudo-sequence HLA-A03:01. The binding affinity (normalized) is 0.0847. (3) The peptide sequence is YMKERFTVL. The MHC is BoLA-JSP.1 with pseudo-sequence BoLA-JSP.1. The binding affinity (normalized) is 0.0641. (4) The peptide sequence is RARIKTRLF. The MHC is HLA-B44:02 with pseudo-sequence HLA-B44:02. The binding affinity (normalized) is 0.0847. (5) The peptide sequence is LYYPSARIVY. The MHC is HLA-A30:02 with pseudo-sequence HLA-A30:02. The binding affinity (normalized) is 0.605. (6) The peptide sequence is FSNSGADVLY. The MHC is HLA-A30:02 with pseudo-sequence HLA-A30:02. The binding affinity (normalized) is 0.796.